Dataset: Reaction yield outcomes from USPTO patents with 853,638 reactions. Task: Predict the reaction yield, written as a fraction of the theoretical maximum amount of product (1.0 means a 100% yield; for example, 0.34 means a 34% yield). (1) The reactants are C([Li])CCC.[S:6]1[CH:10]=[CH:9][N:8]=[CH:7]1.[C:11]([O:15][C:16]([N:18]1[CH2:23][CH2:22][CH:21]([C:24](=[O:26])[CH3:25])[CH2:20][CH2:19]1)=[O:17])([CH3:14])([CH3:13])[CH3:12]. The catalyst is C1COCC1. The product is [OH:26][C:24]([CH:21]1[CH2:20][CH2:19][N:18]([C:16]([O:15][C:11]([CH3:12])([CH3:14])[CH3:13])=[O:17])[CH2:23][CH2:22]1)([C:7]1[S:6][CH:10]=[CH:9][N:8]=1)[CH3:25]. The yield is 0.900. (2) The reactants are C(OC([NH:8][CH:9]([C:21]1[CH:26]=[CH:25][C:24]([F:27])=[CH:23][CH:22]=1)[C:10]([O:12][C@@H:13]1[CH:18]2[CH2:19][CH2:20][N:15]([CH2:16][CH2:17]2)[CH2:14]1)=[O:11])=O)(C)(C)C.[ClH:28]. The catalyst is C1COCC1. The product is [ClH:28].[ClH:28].[NH2:8][CH:9]([C:21]1[CH:22]=[CH:23][C:24]([F:27])=[CH:25][CH:26]=1)[C:10]([O:12][C@@H:13]1[CH:18]2[CH2:17][CH2:16][N:15]([CH2:20][CH2:19]2)[CH2:14]1)=[O:11]. The yield is 1.00. (3) The reactants are [NH2:1][C:2]1[NH:6][N:5]=[CH:4][C:3]=1[C:7]#[N:8].[CH2:9]([N:11]1[C:15]2[CH:16]=[CH:17][C:18]([C:20](=O)[CH2:21][C:22](OCC)=[O:23])=[CH:19][C:14]=2[N:13]=[N:12]1)[CH3:10]. The catalyst is CCCCO.CC1C=CC(S(O)(=O)=O)=CC=1. The product is [CH2:9]([N:11]1[C:15]2[CH:16]=[CH:17][C:18]([C:20]3[NH:1][C:2]4[N:6]([N:5]=[CH:4][C:3]=4[C:7]#[N:8])[C:22](=[O:23])[CH:21]=3)=[CH:19][C:14]=2[N:13]=[N:12]1)[CH3:10]. The yield is 0.630.